Dataset: Forward reaction prediction with 1.9M reactions from USPTO patents (1976-2016). Task: Predict the product of the given reaction. (1) Given the reactants [Cl:1][C:2]1[CH:3]=[C:4]([C:12]2[S:16][C:15]([C:17]3[C:18]([CH2:26][CH3:27])=[C:19]([CH2:23][CH:24]=O)[CH:20]=[CH:21][CH:22]=3)=[N:14][N:13]=2)[CH:5]=[CH:6][C:7]=1[O:8][CH:9]([CH3:11])[CH3:10].[NH:28]1[CH2:33][CH2:32][CH:31]([C:34]([O:36][CH2:37][CH3:38])=[O:35])[CH2:30][CH2:29]1.C([O-])(=O)C.[Na+].C(O[BH-](OC(=O)C)OC(=O)C)(=O)C.[Na+], predict the reaction product. The product is: [Cl:1][C:2]1[CH:3]=[C:4]([C:12]2[S:16][C:15]([C:17]3[C:18]([CH2:26][CH3:27])=[C:19]([CH2:23][CH2:24][N:28]4[CH2:33][CH2:32][CH:31]([C:34]([O:36][CH2:37][CH3:38])=[O:35])[CH2:30][CH2:29]4)[CH:20]=[CH:21][CH:22]=3)=[N:14][N:13]=2)[CH:5]=[CH:6][C:7]=1[O:8][CH:9]([CH3:11])[CH3:10]. (2) Given the reactants O=[C:2]([C:10]1[CH:15]=[CH:14][C:13]([O:16][C:17]([F:20])([F:19])[F:18])=[CH:12][CH:11]=1)[CH2:3][N:4]1[CH2:8][CH2:7][CH2:6][C:5]1=[O:9].Cl.[NH2:22][OH:23].O, predict the reaction product. The product is: [OH:23][N:22]=[C:2]([C:10]1[CH:15]=[CH:14][C:13]([O:16][C:17]([F:20])([F:19])[F:18])=[CH:12][CH:11]=1)[CH2:3][N:4]1[CH2:8][CH2:7][CH2:6][C:5]1=[O:9].